Dataset: Peptide-MHC class I binding affinity with 185,985 pairs from IEDB/IMGT. Task: Regression. Given a peptide amino acid sequence and an MHC pseudo amino acid sequence, predict their binding affinity value. This is MHC class I binding data. (1) The peptide sequence is YVVVGVILL. The MHC is Mamu-A01 with pseudo-sequence Mamu-A01. The binding affinity (normalized) is 0.245. (2) The peptide sequence is KSINKVYGK. The MHC is Mamu-A01 with pseudo-sequence Mamu-A01. The binding affinity (normalized) is 0. (3) The MHC is HLA-A02:01 with pseudo-sequence HLA-A02:01. The binding affinity (normalized) is 0.0847. The peptide sequence is ALLSGLNTL. (4) The peptide sequence is AMVPLVMVI. The MHC is HLA-A01:01 with pseudo-sequence HLA-A01:01. The binding affinity (normalized) is 0.0847. (5) The peptide sequence is YDLDPQARVAI. The MHC is Mamu-B01 with pseudo-sequence Mamu-B01. The binding affinity (normalized) is 0.165. (6) The peptide sequence is AEKSRGRRI. The MHC is HLA-A03:01 with pseudo-sequence HLA-A03:01. The binding affinity (normalized) is 0.0847. (7) The peptide sequence is GTLRFVDL. The MHC is H-2-Kb with pseudo-sequence H-2-Kb. The binding affinity (normalized) is 0.383. (8) The peptide sequence is FTMRLLSPV. The MHC is HLA-B46:01 with pseudo-sequence HLA-B46:01. The binding affinity (normalized) is 0.750. (9) The peptide sequence is FQPRNGQFI. The MHC is H-2-Kb with pseudo-sequence H-2-Kb. The binding affinity (normalized) is 0.0352.